From a dataset of Forward reaction prediction with 1.9M reactions from USPTO patents (1976-2016). Predict the product of the given reaction. (1) Given the reactants [Cl:1][C:2]1[CH:7]=[CH:6][C:5]([N:8]([CH:10]2[CH2:15][CH2:14][NH:13][CH2:12][CH2:11]2)[CH3:9])=[CH:4][CH:3]=1.Br[C:17]1[CH:29]=[CH:28][C:20]([O:21][CH:22]2[CH2:27][CH2:26][CH2:25][CH2:24][O:23]2)=[CH:19][CH:18]=1.C(O[Na])(C)(C)C.C(OCC)(=O)C, predict the reaction product. The product is: [O:23]1[CH2:24][CH2:25][CH2:26][CH2:27][CH:22]1[O:21][C:20]1[CH:28]=[CH:29][C:17]([N:13]2[CH2:14][CH2:15][CH:10]([N:8]([C:5]3[CH:6]=[CH:7][C:2]([Cl:1])=[CH:3][CH:4]=3)[CH3:9])[CH2:11][CH2:12]2)=[CH:18][CH:19]=1. (2) Given the reactants [Br:1][C:2]1[CH:3]=[CH:4][C:5](F)=[C:6]([CH:9]=1)[CH:7]=[O:8].Cl.[CH2:12]([NH:16][CH2:17][CH2:18][CH3:19])[CH:13]([CH3:15])[CH3:14].C(=O)([O-])[O-].[Na+].[Na+], predict the reaction product. The product is: [Br:1][C:2]1[CH:3]=[CH:4][C:5]([N:16]([CH2:12][CH:13]([CH3:15])[CH3:14])[CH2:17][CH2:18][CH3:19])=[C:6]([CH:9]=1)[CH:7]=[O:8]. (3) Given the reactants [H-].[Na+].[NH:3]([C:11]([O:13][C:14]([CH3:17])([CH3:16])[CH3:15])=[O:12])[C:4]([O:6][C:7]([CH3:10])([CH3:9])[CH3:8])=[O:5].Br[CH2:19][C:20]1[C:27]([O:28][CH3:29])=[CH:26][C:23]([C:24]#[N:25])=[CH:22][C:21]=1[O:30][CH3:31], predict the reaction product. The product is: [C:24]([C:23]1[CH:22]=[C:21]([O:30][CH3:31])[C:20]([CH2:19][N:3]([C:4]([O:6][C:7]([CH3:8])([CH3:9])[CH3:10])=[O:5])[C:11]([O:13][C:14]([CH3:17])([CH3:16])[CH3:15])=[O:12])=[C:27]([O:28][CH3:29])[CH:26]=1)#[N:25]. (4) Given the reactants C(OC([NH:8][CH:9]([CH2:15][CH3:16])[C@H:10]([OH:14])[C:11]([OH:13])=O)=O)(C)(C)C.O[NH:18][C:19]([CH:21]1[CH2:23][CH2:22]1)=[NH:20], predict the reaction product. The product is: [NH2:8][CH:9]([CH2:15][CH3:16])[C@@H:10]([C:11]1[O:13][N:20]=[C:19]([CH:21]2[CH2:23][CH2:22]2)[N:18]=1)[OH:14]. (5) Given the reactants Cl.C(OC([N:9]1[CH2:14][CH2:13][N:12]([C:15]2[C:20]([C:21]3[CH:26]=[CH:25][CH:24]=[C:23]([C:27]([F:30])([F:29])[F:28])[C:22]=3[F:31])=[N:19][CH:18]=[CH:17][N:16]=2)[CH2:11][CH2:10]1)=O)(C)(C)C, predict the reaction product. The product is: [F:31][C:22]1[C:23]([C:27]([F:30])([F:28])[F:29])=[CH:24][CH:25]=[CH:26][C:21]=1[C:20]1[C:15]([N:12]2[CH2:11][CH2:10][NH:9][CH2:14][CH2:13]2)=[N:16][CH:17]=[CH:18][N:19]=1. (6) Given the reactants [CH3:1][C:2]([CH2:8][CH2:9][CH2:10][CH3:11])=[CH:3][CH2:4][C:5]([OH:7])=[O:6].[CH:12]1(N=C=NC2CCCCC2)CCCC[CH2:13]1.C(O)C, predict the reaction product. The product is: [CH3:1][C:2]([CH2:8][CH2:9][CH2:10][CH3:11])=[CH:3][CH2:4][C:5]([O:7][CH2:12][CH3:13])=[O:6]. (7) Given the reactants [N:1]1[CH:6]=[CH:5][CH:4]=[CH:3][C:2]=1[N:7]1[CH2:12][CH2:11][N:10](C(OC(C)(C)C)=O)[CH2:9][CH2:8]1.[OH-].[Na+], predict the reaction product. The product is: [N:1]1[CH:6]=[CH:5][CH:4]=[CH:3][C:2]=1[N:7]1[CH2:8][CH2:9][NH:10][CH2:11][CH2:12]1.